Dataset: Reaction yield outcomes from USPTO patents with 853,638 reactions. Task: Predict the reaction yield, written as a fraction of the theoretical maximum amount of product (1.0 means a 100% yield; for example, 0.34 means a 34% yield). The reactants are [Si]([O:8][CH:9]1[CH2:18][CH2:17][CH2:16][C:15]2[N:14]=[C:13]([CH:19]3[C:27]4[C:22](=[CH:23][CH:24]=[C:25]([C:28]#[N:29])[CH:26]=4)[NH:21][C:20]3=[O:30])[CH:12]=[CH:11][C:10]1=2)(C(C)(C)C)(C)C.CCCC[N+](CCCC)(CCCC)CCCC.[F-]. The catalyst is O1CCCC1.C(OCC)(=O)C. The product is [OH:8][CH:9]1[CH2:18][CH2:17][CH2:16][C:15]2[N:14]=[C:13]([CH:19]3[C:27]4[C:22](=[CH:23][CH:24]=[C:25]([C:28]#[N:29])[CH:26]=4)[NH:21][C:20]3=[O:30])[CH:12]=[CH:11][C:10]1=2. The yield is 0.590.